Dataset: Forward reaction prediction with 1.9M reactions from USPTO patents (1976-2016). Task: Predict the product of the given reaction. (1) Given the reactants [C:1]1([NH2:8])[CH:6]=[CH:5][CH:4]=[CH:3][C:2]=1[NH2:7].[O:9](C(OC(C)(C)C)=O)[C:10]([O:12][C:13]([CH3:16])([CH3:15])[CH3:14])=O.O, predict the reaction product. The product is: [C:13]([O:12][C:10](=[O:9])[NH:7][C:2]1[CH:3]=[CH:4][CH:5]=[CH:6][C:1]=1[NH2:8])([CH3:16])([CH3:15])[CH3:14]. (2) Given the reactants C(O[C:6]1[N:14]=[C:13]2[C:9]([N:10]=[C:11]([O:25][CH3:26])[N:12]2[CH2:15][CH2:16][CH2:17][NH:18][CH2:19][CH:20]2[CH2:24][CH2:23]CO2)=[C:8]([NH2:27])[N:7]=1)CCC.F[C:29](F)(F)[C:30]([OH:32])=O.[CH2:35]([NH:39]C1N=C2C(N=C(OC)N2)=C(N)N=1)[CH2:36][CH2:37][CH3:38].BrCCCBr.O1CCC(CN)CC1, predict the reaction product. The product is: [CH2:35]([NH:39][C:6]1[N:14]=[C:13]2[C:9]([N:10]=[C:11]([O:25][CH3:26])[N:12]2[CH2:15][CH2:16][CH2:17][NH:18][CH2:19][CH:20]2[CH2:24][CH2:23][O:32][CH2:30][CH2:29]2)=[C:8]([NH2:27])[N:7]=1)[CH2:36][CH2:37][CH3:38]. (3) Given the reactants [Li]C(C)(C)C.Br[C:7]1[CH:8]=[C:9]([OH:13])[CH:10]=[CH:11][CH:12]=1.[CH3:14][N:15]([CH2:17][CH:18]1[CH2:24][CH2:23][CH:22]2[CH:20]([CH2:21]2)[C:19]1=[O:25])[CH3:16], predict the reaction product. The product is: [CH3:16][N:15]([CH2:17][CH:18]1[CH2:24][CH2:23][CH:22]2[CH:20]([CH2:21]2)[C:19]1([C:7]1[CH:12]=[CH:11][CH:10]=[C:9]([OH:13])[CH:8]=1)[OH:25])[CH3:14].